Task: Predict the reaction yield, written as a fraction of the theoretical maximum amount of product (1.0 means a 100% yield; for example, 0.34 means a 34% yield).. Dataset: Reaction yield outcomes from USPTO patents with 853,638 reactions The reactants are C([O:4][C:5]1[CH:10]=[CH:9][C:8]([S:11]([N:14]([CH2:24][C:25]2[CH:34]=[CH:33][C:28]([C:29]([O:31]C)=[O:30])=[CH:27][CH:26]=2)[CH2:15][C:16]2[CH:21]=[CH:20][CH:19]=[CH:18][C:17]=2[O:22][CH3:23])(=[O:13])=[O:12])=[CH:7][CH:6]=1)(=O)C.[OH-].[Na+]. The catalyst is C1COCC1. The product is [OH:4][C:5]1[CH:6]=[CH:7][C:8]([S:11]([N:14]([CH2:24][C:25]2[CH:26]=[CH:27][C:28]([C:29]([OH:31])=[O:30])=[CH:33][CH:34]=2)[CH2:15][C:16]2[CH:21]=[CH:20][CH:19]=[CH:18][C:17]=2[O:22][CH3:23])(=[O:12])=[O:13])=[CH:9][CH:10]=1. The yield is 0.150.